Dataset: Forward reaction prediction with 1.9M reactions from USPTO patents (1976-2016). Task: Predict the product of the given reaction. Given the reactants [CH2:1]([O:3][C:4]1[CH:5]=[C:6]2[C:11](=[C:12]([N:14]3[CH2:19][CH2:18][N:17]([CH3:20])[CH2:16][CH2:15]3)[CH:13]=1)[O:10][C:9]([C:21](Cl)=[O:22])=[CH:8][C:7]2=[O:24])[CH3:2].[NH2:25][C:26]1[CH:31]=[CH:30][C:29]([N:32]2[CH2:37][CH2:36][N:35]([C:38](=[O:41])[CH2:39][CH3:40])[CH2:34][CH2:33]2)=[CH:28][CH:27]=1.O1CCN(C2C=CC(N)=CC=2)CC1, predict the reaction product. The product is: [C:38]([N:35]1[CH2:36][CH2:37][N:32]([C:29]2[CH:28]=[CH:27][C:26]([NH:25][C:21]([C:9]3[O:10][C:11]4[C:6]([C:7](=[O:24])[CH:8]=3)=[CH:5][C:4]([O:3][CH2:1][CH3:2])=[CH:13][C:12]=4[N:14]3[CH2:19][CH2:18][N:17]([CH3:20])[CH2:16][CH2:15]3)=[O:22])=[CH:31][CH:30]=2)[CH2:33][CH2:34]1)(=[O:41])[CH2:39][CH3:40].